From a dataset of Reaction yield outcomes from USPTO patents with 853,638 reactions. Predict the reaction yield, written as a fraction of the theoretical maximum amount of product (1.0 means a 100% yield; for example, 0.34 means a 34% yield). (1) The reactants are [Li]CCCC.Br[C:7]1[CH:8]=[CH:9][CH:10]=[C:11]2[C:16]=1[N:15]=[CH:14][CH:13]=[CH:12]2.[CH3:17][C:18]1[C:19](=O)[CH2:20][CH2:21][C:22]=1[CH3:23].Cl.N. The catalyst is C1COCC1. The product is [N:15]1[C:16]2[C:11](=[CH:10][CH:9]=[CH:8][C:7]=2[C:19]2[CH2:20][CH:21]=[C:22]([CH3:23])[C:18]=2[CH3:17])[CH:12]=[CH:13][CH:14]=1. The yield is 0.400. (2) The reactants are [CH:1]1([C:7]2([CH:17]3[CH2:22][CH2:21][CH2:20][CH2:19][CH2:18]3)[CH:11]3[CH2:12][NH:13][CH2:14][CH2:15][N:10]3[C:9](=[O:16])[O:8]2)[CH2:6][CH2:5][CH2:4][CH2:3][CH2:2]1.C(N(C(C)C)CC)(C)C.[C:32](Cl)(=[O:40])[O:33][C:34]1[CH:39]=[CH:38][CH:37]=[CH:36][CH:35]=1. The catalyst is O1CCCC1. The product is [CH:17]1([C:7]2([CH:1]3[CH2:6][CH2:5][CH2:4][CH2:3][CH2:2]3)[CH:11]3[CH2:12][N:13]([C:32]([O:33][C:34]4[CH:39]=[CH:38][CH:37]=[CH:36][CH:35]=4)=[O:40])[CH2:14][CH2:15][N:10]3[C:9](=[O:16])[O:8]2)[CH2:18][CH2:19][CH2:20][CH2:21][CH2:22]1. The yield is 0.490.